This data is from Full USPTO retrosynthesis dataset with 1.9M reactions from patents (1976-2016). The task is: Predict the reactants needed to synthesize the given product. (1) The reactants are: Br[C:2]1[CH:9]=[CH:8][C:5]([C:6]#[N:7])=[C:4]([F:10])[C:3]=1[CH3:11].[Si:12]([O:19][C@@H:20]1[C@H:24]([CH3:25])[NH:23][C:22](=[O:26])[CH2:21]1)([C:15]([CH3:18])([CH3:17])[CH3:16])([CH3:14])[CH3:13].C(=O)([O-])[O-].[Cs+].[Cs+].C1(P(C2C=CC=CC=2)C2C3OC4C(=CC=CC=4P(C4C=CC=CC=4)C4C=CC=CC=4)C(C)(C)C=3C=CC=2)C=CC=CC=1. Given the product [Si:12]([O:19][C@H:20]1[CH2:21][C:22](=[O:26])[N:23]([C:2]2[CH:9]=[CH:8][C:5]([C:6]#[N:7])=[C:4]([F:10])[C:3]=2[CH3:11])[C@H:24]1[CH3:25])([C:15]([CH3:18])([CH3:17])[CH3:16])([CH3:14])[CH3:13], predict the reactants needed to synthesize it. (2) The reactants are: [C:1]([O:5][C@@H:6]([C:11]1[C:42]([CH3:43])=[N:41][C:40]2=[CH:44][C:37]3=[N:38][N:39]2[C:12]=1[C:13]1[CH:47]=[C:46]2[C:16]([O:17][CH2:18][CH2:19][CH:20]2[CH2:21][CH:22]=[CH:23][CH2:24][CH2:25][C:26]2[CH:27]=[CH:28][CH:29]=[CH:30][C:31]=2[C:32]2[CH:45]=[C:36]3[CH:35]=[CH:34][CH:33]=2)=[CH:15][CH:14]=1)[C:7]([O:9][CH3:10])=[O:8])([CH3:4])([CH3:3])[CH3:2]. Given the product [C:1]([O:5][C@@H:6]([C:11]1[C:42]([CH3:43])=[N:41][C:40]2=[CH:44][C:37]3=[N:38][N:39]2[C:12]=1[C:13]1[CH:47]=[C:46]2[C:16]([O:17][CH2:18][CH2:19][CH:20]2[CH2:21][CH2:22][CH2:23][CH2:24][CH2:25][C:26]2[CH:27]=[CH:28][CH:29]=[CH:30][C:31]=2[C:32]2[CH:45]=[C:36]3[CH:35]=[CH:34][CH:33]=2)=[CH:15][CH:14]=1)[C:7]([O:9][CH3:10])=[O:8])([CH3:4])([CH3:2])[CH3:3], predict the reactants needed to synthesize it. (3) Given the product [N:39]1([O:18][C:15]2[C:16]3[N:17]=[C:8]([C:5]4[CH:4]=[CH:3][C:2]([F:1])=[CH:7][CH:6]=4)[CH:9]=[CH:10][C:11]=3[N:12]=[C:13]([NH:19][C@@H:20]([C:22]3[CH:27]=[CH:26][C:25]([S:28]([NH2:31])(=[O:29])=[O:30])=[CH:24][CH:23]=3)[CH3:21])[N:14]=2)[C:43]2[CH:44]=[CH:45][CH:46]=[CH:47][C:42]=2[N:41]=[N:40]1, predict the reactants needed to synthesize it. The reactants are: [F:1][C:2]1[CH:7]=[CH:6][C:5]([C:8]2[CH:9]=[CH:10][C:11]3[N:12]=[C:13]([NH:19][C@@H:20]([C:22]4[CH:27]=[CH:26][C:25]([S:28]([NH2:31])(=[O:30])=[O:29])=[CH:24][CH:23]=4)[CH3:21])[N:14]=[C:15]([OH:18])[C:16]=3[N:17]=2)=[CH:4][CH:3]=1.F[P-](F)(F)(F)(F)F.[N:39]1(O[P+](N(C)C)(N(C)C)N(C)C)[C:43]2[CH:44]=[CH:45][CH:46]=[CH:47][C:42]=2[N:41]=[N:40]1.CCN(C(C)C)C(C)C. (4) Given the product [CH2:1]([O:5][CH2:6][CH2:7][O:8][C:9]1[CH:10]=[CH:11][C:12]([C:15]2[CH:16]=[CH:17][C:18]3[N:24]([CH2:25][CH:26]([CH3:27])[CH3:28])[CH2:23][CH2:22][C:21]([C:29]([NH:31][C:32]4[CH:33]=[CH:34][C:35]([S:38]([CH2:39][C:40]5[N:44]([CH2:45][CH:46]([CH3:48])[CH3:47])[CH:43]=[N:42][N:41]=5)=[O:58])=[CH:36][CH:37]=4)=[O:30])=[CH:20][C:19]=3[CH:49]=2)=[CH:13][CH:14]=1)[CH2:2][CH2:3][CH3:4], predict the reactants needed to synthesize it. The reactants are: [CH2:1]([O:5][CH2:6][CH2:7][O:8][C:9]1[CH:14]=[CH:13][C:12]([C:15]2[CH:16]=[CH:17][C:18]3[N:24]([CH2:25][CH:26]([CH3:28])[CH3:27])[CH2:23][CH2:22][C:21]([C:29]([NH:31][C:32]4[CH:37]=[CH:36][C:35]([S:38][CH2:39][C:40]5[N:44]([CH2:45][CH:46]([CH3:48])[CH3:47])[CH:43]=[N:42][N:41]=5)=[CH:34][CH:33]=4)=[O:30])=[CH:20][C:19]=3[CH:49]=2)=[CH:11][CH:10]=1)[CH2:2][CH2:3][CH3:4].ClC1C=CC=C(C(OO)=[O:58])C=1.S([O-])([O-])(=O)=S.[Na+].[Na+]. (5) Given the product [NH2:13][C:9]1[N:8]=[C:7]([NH:14][CH2:21][C:17]2[CH:16]=[N:15][CH:20]=[CH:19][CH:18]=2)[N:6]=[C:5]2[C:10]=1[N:11]=[CH:12][N:4]2[CH2:3][CH2:2][Cl:1], predict the reactants needed to synthesize it. The reactants are: [Cl:1][CH2:2][CH2:3][N:4]1[CH:12]=[N:11][C:10]2[C:5]1=[N:6][C:7]([NH2:14])=[N:8][C:9]=2[NH2:13].[N:15]1[CH:20]=[CH:19][CH:18]=[C:17]([CH:21]=O)[CH:16]=1.C(O)(=O)C.C([BH3-])#N.[Na+]. (6) Given the product [Br:29][C:27]1[CH:28]=[C:23]([NH:1][C:2]2[N:7]=[CH:6][C:5]([N:8]3[CH2:13][CH2:12][N:11]([C:14]([O:16][C:17]([CH3:20])([CH3:19])[CH3:18])=[O:15])[C@H:10]([CH3:21])[CH2:9]3)=[CH:4][CH:3]=2)[C:24](=[O:31])[N:25]([CH3:30])[CH:26]=1, predict the reactants needed to synthesize it. The reactants are: [NH2:1][C:2]1[N:7]=[CH:6][C:5]([N:8]2[CH2:13][CH2:12][N:11]([C:14]([O:16][C:17]([CH3:20])([CH3:19])[CH3:18])=[O:15])[C@H:10]([CH3:21])[CH2:9]2)=[CH:4][CH:3]=1.Br[C:23]1[C:24](=[O:31])[N:25]([CH3:30])[CH:26]=[C:27]([Br:29])[CH:28]=1.C(=O)([O-])[O-].[Cs+].[Cs+].CC1(C)C2C(=C(P(C3C=CC=CC=3)C3C=CC=CC=3)C=CC=2)OC2C(P(C3C=CC=CC=3)C3C=CC=CC=3)=CC=CC1=2. (7) Given the product [CH2:1]([O:3][C:4](=[O:30])[CH2:5][CH2:6][C:7]1[CH:12]=[CH:11][C:10]([O:13][C:14]2[CH:19]=[C:18]([CH3:20])[CH:17]=[C:16]([OH:21])[CH:15]=2)=[CH:9][C:8]=1[CH3:29])[CH3:2], predict the reactants needed to synthesize it. The reactants are: [CH2:1]([O:3][C:4](=[O:30])[CH:5]=[CH:6][C:7]1[CH:12]=[CH:11][C:10]([O:13][C:14]2[CH:19]=[C:18]([CH3:20])[CH:17]=[C:16]([O:21]CC3C=CC=CC=3)[CH:15]=2)=[CH:9][C:8]=1[CH3:29])[CH3:2].